Dataset: Peptide-MHC class II binding affinity with 134,281 pairs from IEDB. Task: Regression. Given a peptide amino acid sequence and an MHC pseudo amino acid sequence, predict their binding affinity value. This is MHC class II binding data. (1) The peptide sequence is PFTVRYTTEGGTKTE. The MHC is DRB1_1501 with pseudo-sequence DRB1_1501. The binding affinity (normalized) is 0.220. (2) The peptide sequence is QSALSEFIKFAEGRR. The MHC is HLA-DQA10201-DQB10301 with pseudo-sequence HLA-DQA10201-DQB10301. The binding affinity (normalized) is 0.607. (3) The peptide sequence is AKGSRAIWYMWLGAR. The MHC is DRB1_0701 with pseudo-sequence DRB1_0701. The binding affinity (normalized) is 0.491. (4) The peptide sequence is AFKVAATAANAAPIN. The MHC is HLA-DPA10103-DPB10301 with pseudo-sequence HLA-DPA10103-DPB10301. The binding affinity (normalized) is 0.815. (5) The peptide sequence is DVKFPGGGQIVHGVY. The MHC is HLA-DQA10501-DQB10301 with pseudo-sequence HLA-DQA10501-DQB10301. The binding affinity (normalized) is 0.602. (6) The peptide sequence is LIGPTPVNIIGRNLLTQIGC. The MHC is HLA-DPA10201-DPB10101 with pseudo-sequence HLA-DPA10201-DPB10101. The binding affinity (normalized) is 0.179.